Dataset: Catalyst prediction with 721,799 reactions and 888 catalyst types from USPTO. Task: Predict which catalyst facilitates the given reaction. (1) Reactant: [Cl:1][C:2]1[CH:11]=[C:10]2[C:5]([C:6]([CH3:12])=[CH:7][CH:8]=[N:9]2)=[CH:4][CH:3]=1.C[I:14].[CH2:15](OCC)C. Product: [I-:14].[Cl:1][C:2]1[CH:11]=[C:10]2[C:5]([C:6]([CH3:12])=[CH:7][CH:8]=[N+:9]2[CH3:15])=[CH:4][CH:3]=1. The catalyst class is: 23. (2) Reactant: [NH2:1][C:2]1[CH:3]=[C:4]2[C:10]([C:11]([C:13]3[C:14]([F:27])=[C:15]([NH:20][S:21]([CH2:24][CH2:25][CH3:26])(=[O:23])=[O:22])[CH:16]=[CH:17][C:18]=3[F:19])=[O:12])=[CH:9][NH:8][C:5]2=[N:6][CH:7]=1.C(N(CC)CC)C.[CH3:35][C:36]1[O:40][NH:39][CH:38]([C:41](Cl)=[O:42])[CH:37]=1.O1CCCC1. Product: [F:27][C:14]1[C:15]([NH:20][S:21]([CH2:24][CH2:25][CH3:26])(=[O:22])=[O:23])=[CH:16][CH:17]=[C:18]([F:19])[C:13]=1[C:11]([C:10]1[C:4]2[C:5](=[N:6][CH:7]=[C:2]([NH:1][C:41]([CH:38]3[CH:37]=[C:36]([CH3:35])[O:40][NH:39]3)=[O:42])[CH:3]=2)[NH:8][CH:9]=1)=[O:12]. The catalyst class is: 803. (3) Reactant: [CH3:1][O:2][C:3]1[CH:8]=[CH:7][C:6]([N+:9]([O-])=O)=[CH:5][C:4]=1[C:12]#[C:13][C:14]1[CH:15]=[N:16][C:17]([NH2:20])=[N:18][CH:19]=1.[In].Cl.C(=O)([O-])[O-].[K+].[K+]. Product: [NH2:9][C:6]1[CH:7]=[CH:8][C:3]([O:2][CH3:1])=[C:4]([C:12]#[C:13][C:14]2[CH:15]=[N:16][C:17]([NH2:20])=[N:18][CH:19]=2)[CH:5]=1. The catalyst class is: 20.